This data is from SARS-CoV-2 main protease (3CLPro) crystallographic fragment screen with 879 compounds. The task is: Binary Classification. Given a drug SMILES string, predict its activity (active/inactive) in a high-throughput screening assay against a specified biological target. (1) The compound is O=C(CCl)N1CCN(c2ccc(F)cc2)CC1. The result is 0 (inactive). (2) The compound is CN(CC1CCOC1)c1ncncc1Cl. The result is 0 (inactive). (3) The compound is CCOC(=O)C1CCN(c2cnccn2)CC1. The result is 0 (inactive). (4) The compound is CC(=O)N1CCC[C@@H](CO)[C@@H]1C. The result is 0 (inactive).